From a dataset of Full USPTO retrosynthesis dataset with 1.9M reactions from patents (1976-2016). Predict the reactants needed to synthesize the given product. (1) Given the product [CH3:11][S:10][C:4]1[N:3]=[C:2]([NH:17][C:13]([CH2:15][CH3:16])([CH3:14])[CH3:12])[C:7]([C:8]#[N:9])=[CH:6][N:5]=1, predict the reactants needed to synthesize it. The reactants are: Cl[C:2]1[C:7]([C:8]#[N:9])=[CH:6][N:5]=[C:4]([S:10][CH3:11])[N:3]=1.[CH3:12][C:13]([NH2:17])([CH2:15][CH3:16])[CH3:14].CCN(C(C)C)C(C)C. (2) Given the product [C:14]([NH2:16])(=[O:15])[C:13]1[CH:25]=[CH:26][CH:27]=[CH:11][CH:12]=1, predict the reactants needed to synthesize it. The reactants are: ClC1C=C(C=C(Cl)C=1)N.N[C:11]1[CH:12]=[C:13]([CH:25]=[CH:26][C:27]=1OC)[C:14]([NH:16]C1C=CC(F)=C(F)C=1)=[O:15].